Dataset: Catalyst prediction with 721,799 reactions and 888 catalyst types from USPTO. Task: Predict which catalyst facilitates the given reaction. (1) Reactant: [CH3:1][O:2][C:3]1[CH:25]=[CH:24][C:6]([CH2:7][N:8]2[CH2:14][C:13]3[CH:15]=[C:16]([C:19]([O:21][CH3:22])=[O:20])[CH:17]=[CH:18][C:12]=3[NH:11][C:10](=[O:23])[CH2:9]2)=[CH:5][CH:4]=1.[H-].[Na+].IC.[C:30]([O-])(O)=O.[Na+]. Product: [CH3:1][O:2][C:3]1[CH:4]=[CH:5][C:6]([CH2:7][N:8]2[CH2:14][C:13]3[CH:15]=[C:16]([C:19]([O:21][CH3:22])=[O:20])[CH:17]=[CH:18][C:12]=3[N:11]([CH3:30])[C:10](=[O:23])[CH2:9]2)=[CH:24][CH:25]=1. The catalyst class is: 18. (2) Reactant: [Br:1][C:2]1[CH:10]=[C:9]([F:11])[C:5]([C:6](O)=[O:7])=[C:4]([F:12])[CH:3]=1.CSC. Product: [Br:1][C:2]1[CH:3]=[C:4]([F:12])[C:5]([CH2:6][OH:7])=[C:9]([F:11])[CH:10]=1. The catalyst class is: 1. (3) Reactant: [NH2:1][C:2]1[C:7]2[C:8]([C:11]3[CH:16]=[CH:15][C:14]([NH:17][C:18]([C:20]4[N:21]([CH3:29])[C:22]5[C:27]([CH:28]=4)=[CH:26][CH:25]=[CH:24][CH:23]=5)=[O:19])=[C:13]([O:30][CH3:31])[CH:12]=3)=[CH:9][S:10][C:6]=2[C:5](/[CH:32]=[CH:33]/[CH2:34][CH2:35][N:36]2[CH2:41][CH2:40][CH:39]([CH2:42][NH:43]C(=O)OC(C)(C)C)[CH2:38][CH2:37]2)=[CH:4][N:3]=1.CC[NH+](CC)CC.CC[NH+](CC)CC.C([O-])([O-])=O. Product: [NH2:1][C:2]1[C:7]2[C:8]([C:11]3[CH:16]=[CH:15][C:14]([NH:17][C:18]([C:20]4[N:21]([CH3:29])[C:22]5[C:27]([CH:28]=4)=[CH:26][CH:25]=[CH:24][CH:23]=5)=[O:19])=[C:13]([O:30][CH3:31])[CH:12]=3)=[CH:9][S:10][C:6]=2[C:5](/[CH:32]=[CH:33]/[CH2:34][CH2:35][N:36]2[CH2:37][CH2:38][CH:39]([CH2:42][NH2:43])[CH2:40][CH2:41]2)=[CH:4][N:3]=1. The catalyst class is: 4.